This data is from Full USPTO retrosynthesis dataset with 1.9M reactions from patents (1976-2016). The task is: Predict the reactants needed to synthesize the given product. (1) Given the product [F:17][C:10]1[CH:11]=[CH:12][CH:13]=[C:14]2[C:9]=1[CH:8]=[C:7]([B:20]1[O:24][C:23]([CH3:26])([CH3:25])[C:22]([CH3:28])([CH3:27])[O:21]1)[CH:16]=[CH:15]2, predict the reactants needed to synthesize it. The reactants are: FC(F)(F)S(O[C:7]1[CH:16]=[CH:15][C:14]2[C:9](=[C:10]([F:17])[CH:11]=[CH:12][CH:13]=2)[CH:8]=1)(=O)=O.[B:20]1([B:20]2[O:24][C:23]([CH3:26])([CH3:25])[C:22]([CH3:28])([CH3:27])[O:21]2)[O:24][C:23]([CH3:26])([CH3:25])[C:22]([CH3:28])([CH3:27])[O:21]1.C([O-])(=O)C.[K+]. (2) Given the product [CH2:22]([N:29]1[CH2:11][C:4]2[C:3](=[CH:8][CH:7]=[C:6]([O:9][CH3:10])[CH:5]=2)[CH2:2]1)[C:23]1[CH:28]=[CH:27][CH:26]=[CH:25][CH:24]=1, predict the reactants needed to synthesize it. The reactants are: Br[CH2:2][C:3]1[CH:8]=[CH:7][C:6]([O:9][CH3:10])=[CH:5][C:4]=1[CH2:11]Br.[OH-].[Na+].C1(C)C=CC=CC=1.[CH2:22]([NH2:29])[C:23]1[CH:28]=[CH:27][CH:26]=[CH:25][CH:24]=1. (3) The reactants are: C(=O)([O-])[O-].[K+].[K+].[CH3:7][N:8]([CH3:16])[C:9]([CH:11]1[CH2:15][CH2:14][CH2:13][NH:12]1)=[O:10].[Cl:17][C:18]1[C:24](Cl)=[CH:23][C:21]([NH2:22])=[C:20]([N+:26]([O-:28])=[O:27])[CH:19]=1. Given the product [Cl:17][C:18]1[C:24]([N:12]2[CH2:13][CH2:14][CH2:15][CH:11]2[C:9](=[O:10])[N:8]([CH3:16])[CH3:7])=[CH:23][C:21]([NH2:22])=[C:20]([N+:26]([O-:28])=[O:27])[CH:19]=1, predict the reactants needed to synthesize it. (4) Given the product [CH2:1]([C@:3]12[CH2:11][CH:10]([CH:12]=[O:13])[C:9](=[O:14])[CH:8]=[C:7]1[CH2:6][CH2:5][C@@:4]2([OH:15])[C:16]#[C:17][C:19]1[C:24]([S:25]([CH3:28])(=[O:27])=[O:26])=[CH:23][CH:22]=[CH:21][N:20]=1)[CH3:2], predict the reactants needed to synthesize it. The reactants are: [CH2:1]([C@:3]12[CH2:11][CH:10]([CH:12]=[O:13])[C:9](=[O:14])[CH:8]=[C:7]1[CH2:6][CH2:5][C@:4]2([C:16]#[CH:17])[OH:15])[CH3:2].I[C:19]1[C:24]([S:25]([CH:28](C)C)(=[O:27])=[O:26])=[CH:23][CH:22]=[CH:21][N:20]=1.C(NC(C)C)(C)C. (5) Given the product [F:19][C:20]([F:30])([F:31])[O:21][C:22]1[CH:23]=[C:24]([CH:27]=[CH:28][CH:29]=1)[CH2:25][N:4]1[CH2:5][CH2:6][N:1]([C:7]2[CH:16]=[CH:15][CH:14]=[C:13]3[C:8]=2[C:9]([NH2:18])=[N:10][C:11]([NH2:17])=[N:12]3)[CH2:2][CH2:3]1, predict the reactants needed to synthesize it. The reactants are: [N:1]1([C:7]2[CH:16]=[CH:15][CH:14]=[C:13]3[C:8]=2[C:9]([NH2:18])=[N:10][C:11]([NH2:17])=[N:12]3)[CH2:6][CH2:5][NH:4][CH2:3][CH2:2]1.[F:19][C:20]([F:31])([F:30])[O:21][C:22]1[CH:23]=[C:24]([CH:27]=[CH:28][CH:29]=1)[CH2:25]Br.